Dataset: Forward reaction prediction with 1.9M reactions from USPTO patents (1976-2016). Task: Predict the product of the given reaction. The product is: [Br:1][C:2]1[CH:3]=[N:4][C:5]2[N:6]([N:8]=[C:9]([C:11]([N:16]3[CH2:17][CH2:18][C:19]4[C:24](=[CH:23][CH:22]=[C:21]([C:25]5[CH:30]=[CH:29][N:28]=[CH:27][CH:26]=5)[CH:20]=4)[CH:15]3[CH3:14])=[O:13])[CH:10]=2)[CH:7]=1. Given the reactants [Br:1][C:2]1[CH:3]=[N:4][C:5]2[N:6]([N:8]=[C:9]([C:11]([OH:13])=O)[CH:10]=2)[CH:7]=1.[CH3:14][CH:15]1[C:24]2[C:19](=[CH:20][C:21]([C:25]3[CH:30]=[CH:29][N:28]=[CH:27][CH:26]=3)=[CH:22][CH:23]=2)[CH2:18][CH2:17][NH:16]1, predict the reaction product.